Task: Predict the reaction yield, written as a fraction of the theoretical maximum amount of product (1.0 means a 100% yield; for example, 0.34 means a 34% yield).. Dataset: Reaction yield outcomes from USPTO patents with 853,638 reactions The reactants are [Br:1][C:2]1[CH:3]=[C:4]([F:9])[C:5]([OH:8])=[N:6][CH:7]=1.IC.[C:12]([O-])([O-])=O.[K+].[K+].O. The catalyst is CN(C=O)C. The product is [Br:1][C:2]1[CH:3]=[C:4]([F:9])[C:5](=[O:8])[N:6]([CH3:12])[CH:7]=1. The yield is 0.930.